The task is: Predict the reactants needed to synthesize the given product.. This data is from Full USPTO retrosynthesis dataset with 1.9M reactions from patents (1976-2016). (1) Given the product [C:3]([C:7]1[C:8]([O:14][CH2:15][O:16][CH3:17])=[C:9]([CH3:13])[CH:10]=[CH:11][CH:12]=1)([CH3:6])([CH3:5])[CH3:4], predict the reactants needed to synthesize it. The reactants are: [H-].[Na+].[C:3]([C:7]1[CH:12]=[CH:11][CH:10]=[C:9]([CH3:13])[C:8]=1[OH:14])([CH3:6])([CH3:5])[CH3:4].[CH2:15](Cl)[O:16][CH3:17].[Cl-].[NH4+]. (2) Given the product [C:43]([O:47][C:48]([N:50]1[CH2:57][C:54]2([CH2:55][CH2:56]2)[N:53]([C:12]([C:10]2[C:11]3[C:3]([CH3:2])=[N:4][N:5]([CH:28]4[CH2:33][CH2:32][CH2:31][CH2:30][O:29]4)[C:6]=3[N:7]=[C:8]([C:15]3[CH:20]=[CH:19][C:18]([O:21][CH:22]4[CH2:27][CH2:26][CH2:25][CH2:24][O:23]4)=[CH:17][CH:16]=3)[CH:9]=2)=[O:14])[CH2:52][CH2:51]1)=[O:49])([CH3:46])([CH3:44])[CH3:45], predict the reactants needed to synthesize it. The reactants are: [Na+].[CH3:2][C:3]1[C:11]2[C:10]([C:12]([O-:14])=O)=[CH:9][C:8]([C:15]3[CH:20]=[CH:19][C:18]([O:21][CH:22]4[CH2:27][CH2:26][CH2:25][CH2:24][O:23]4)=[CH:17][CH:16]=3)=[N:7][C:6]=2[N:5]([CH:28]2[CH2:33][CH2:32][CH2:31][CH2:30][O:29]2)[N:4]=1.CCN(C(C)C)C(C)C.[C:43]([O:47][C:48]([N:50]1[CH2:57][C:54]2([CH2:56][CH2:55]2)[NH:53][CH2:52][CH2:51]1)=[O:49])([CH3:46])([CH3:45])[CH3:44]. (3) Given the product [CH3:29][C:2]1[CH:7]=[C:6]([C:8]([F:11])([F:10])[F:9])[CH:5]=[CH:4][C:3]=1[S:12]([N:15]1[CH2:20][CH2:19][N:18]2[C:21](=[O:28])[C:22]3[CH:27]=[CH:26][CH:25]=[N:24][C:23]=3[CH:17]2[CH2:16]1)(=[O:14])=[O:13], predict the reactants needed to synthesize it. The reactants are: Br[C:2]1[CH:7]=[C:6]([C:8]([F:11])([F:10])[F:9])[CH:5]=[CH:4][C:3]=1[S:12]([N:15]1[CH2:20][CH2:19][N:18]2[C:21](=[O:28])[C:22]3[CH:27]=[CH:26][CH:25]=[N:24][C:23]=3[CH:17]2[CH2:16]1)(=[O:14])=[O:13].[CH3:29]B1OB(C)OB(C)O1.C(=O)([O-])[O-].[K+].[K+]. (4) The reactants are: [NH3:1].C[O:3][C:4]([C:6]1[N:11]=[C:10]([N:12]2[CH2:17][CH2:16][O:15][CH:14]([C:18]3[CH:23]=[CH:22][C:21]([O:24][C:25]4[CH:30]=[CH:29][C:28]([F:31])=[CH:27][CH:26]=4)=[CH:20][CH:19]=3)[CH2:13]2)[CH:9]=[CH:8][CH:7]=1)=O. Given the product [F:31][C:28]1[CH:27]=[CH:26][C:25]([O:24][C:21]2[CH:22]=[CH:23][C:18]([CH:14]3[O:15][CH2:16][CH2:17][N:12]([C:10]4[CH:9]=[CH:8][CH:7]=[C:6]([C:4]([NH2:1])=[O:3])[N:11]=4)[CH2:13]3)=[CH:19][CH:20]=2)=[CH:30][CH:29]=1, predict the reactants needed to synthesize it.